Task: Predict the reactants needed to synthesize the given product.. Dataset: Retrosynthesis with 50K atom-mapped reactions and 10 reaction types from USPTO Given the product CCC(COC)Nc1cc(-c2ccnc(Nc3ccnc(Cl)c3)n2)ccn1, predict the reactants needed to synthesize it. The reactants are: CCC(N)COC.Clc1cc(Nc2nccc(-c3ccnc(Cl)c3)n2)ccn1.